Dataset: Full USPTO retrosynthesis dataset with 1.9M reactions from patents (1976-2016). Task: Predict the reactants needed to synthesize the given product. (1) Given the product [CH3:37][O:36][C:33]1[CH:32]=[CH:31][C:30]([CH2:29][NH:28][C:26](=[O:27])[CH:22]([CH3:21])[C:23]([NH:1][CH:2]2[C:3](=[O:20])[N:4]([CH3:19])[C:5]3[CH:18]=[CH:17][CH:16]=[CH:15][C:6]=3[C:7]([C:9]3[CH:14]=[CH:13][CH:12]=[CH:11][CH:10]=3)=[N:8]2)=[O:24])=[CH:35][CH:34]=1, predict the reactants needed to synthesize it. The reactants are: [NH2:1][CH:2]1[N:8]=[C:7]([C:9]2[CH:14]=[CH:13][CH:12]=[CH:11][CH:10]=2)[C:6]2[CH:15]=[CH:16][CH:17]=[CH:18][C:5]=2[N:4]([CH3:19])[C:3]1=[O:20].[CH3:21][CH:22]([C:26]([NH:28][CH2:29][C:30]1[CH:35]=[CH:34][C:33]([O:36][CH3:37])=[CH:32][CH:31]=1)=[O:27])[C:23](O)=[O:24]. (2) Given the product [C:21]([C:10]1[C:9]([Cl:8])=[C:14]([N:15]2[CH2:20][CH2:19][N:18]([CH2:39][CH2:38][CH2:37][CH2:36][O:35][C:31]3[N:32]=[C:33]4[C:28]([CH2:27][CH2:26][C:25](=[O:24])[NH:34]4)=[CH:29][CH:30]=3)[CH2:17][CH2:16]2)[CH:13]=[CH:12][CH:11]=1)(=[O:23])[CH3:22], predict the reactants needed to synthesize it. The reactants are: FC(F)(F)C(O)=O.[Cl:8][C:9]1[C:14]([N:15]2[CH2:20][CH2:19][NH:18][CH2:17][CH2:16]2)=[CH:13][CH:12]=[CH:11][C:10]=1[C:21](=[O:23])[CH3:22].[O:24]=[C:25]1[NH:34][C:33]2[N:32]=[C:31]([O:35][CH2:36][CH2:37][CH2:38][CH:39]=O)[CH:30]=[CH:29][C:28]=2[CH2:27][CH2:26]1. (3) The reactants are: [CH3:1][C:2]1[S:9][C:8]2[CH:7]=[C:6]([C:10]([OH:12])=O)[NH:5][C:4]=2[C:3]=1[N:13]([CH3:22])[S:14]([C:17]1[S:18][CH:19]=[CH:20][CH:21]=1)(=[O:16])=[O:15].Cl.[CH3:24]OCN.[N:28]1([OH:37])[C:32]2C=CC=CC=2N=N1.Cl.CN(C)CCCN=C=NCC. Given the product [CH3:24][O:37][N:28]([CH3:32])[C:10]([C:6]1[NH:5][C:4]2[C:3]([N:13]([CH3:22])[S:14]([C:17]3[S:18][CH:19]=[CH:20][CH:21]=3)(=[O:16])=[O:15])=[C:2]([CH3:1])[S:9][C:8]=2[CH:7]=1)=[O:12], predict the reactants needed to synthesize it. (4) Given the product [C:20]1([NH:26][C:27]([N:12]2[CH2:13][CH2:14][C:9](=[N:8][O:7][CH2:6][C:5]3[CH:15]=[CH:16][CH:17]=[C:3]([C:2]([F:1])([F:18])[F:19])[CH:4]=3)[CH2:10][CH2:11]2)=[O:28])[CH:25]=[CH:24][CH:23]=[CH:22][CH:21]=1, predict the reactants needed to synthesize it. The reactants are: [F:1][C:2]([F:19])([F:18])[C:3]1[CH:4]=[C:5]([CH:15]=[CH:16][CH:17]=1)[CH2:6][O:7][N:8]=[C:9]1[CH2:14][CH2:13][NH:12][CH2:11][CH2:10]1.[C:20]1([N:26]=[C:27]=[O:28])[CH:25]=[CH:24][CH:23]=[CH:22][CH:21]=1.CO. (5) Given the product [CH:2]1([CH2:1][C@@H:8]([C:9]([N:23]([CH:20]2[CH2:21][CH2:22]2)[C:24]2[S:25][CH:26]=[C:27]([C:29]3[CH:34]=[CH:33][CH:32]=[CH:31][C:30]=3[C:35]3[CH:40]=[N:39][C:38]([N:41]4[CH2:45][CH2:44][CH2:43][C:42]4=[O:46])=[CH:37][CH:36]=3)[N:28]=2)=[O:11])[CH2:12][C:13]([OH:15])=[O:14])[CH2:7][CH2:6][CH2:5][CH2:4]1.[Br:47][C:48]1[CH:49]=[CH:50][C:51]([N:54]2[CH2:58][CH2:57][CH2:56][C:55]2=[O:59])=[N:52][CH:53]=1.[Br:60][C:61]1[CH:66]=[C:65]([Cl:67])[CH:64]=[CH:63][C:62]=1[C:68]1[N:69]=[C:70]([NH:73][CH:74]2[CH2:76][CH2:75]2)[S:71][CH:72]=1, predict the reactants needed to synthesize it. The reactants are: [CH2:1]([C@H:8]([CH2:12][C:13]([O:15]C(C)(C)C)=[O:14])[C:9]([OH:11])=O)[C:2]1[CH:7]=[CH:6][CH:5]=[CH:4]C=1.[CH:20]1([NH:23][C:24]2[S:25][CH:26]=[C:27]([C:29]3[CH:34]=[CH:33][CH:32]=[CH:31][C:30]=3[C:35]3[CH:36]=[CH:37][C:38]([N:41]4[CH2:45][CH2:44][CH2:43][C:42]4=[O:46])=[N:39][CH:40]=3)[N:28]=2)[CH2:22][CH2:21]1.[Br:47][C:48]1[CH:49]=[CH:50][C:51]([N:54]2[CH2:58][CH2:57][CH2:56][C:55]2=[O:59])=[N:52][CH:53]=1.[Br:60][C:61]1[CH:66]=[C:65]([Cl:67])[CH:64]=[CH:63][C:62]=1[C:68]1[N:69]=[C:70]([NH:73][CH:74]2[CH2:76][CH2:75]2)[S:71][CH:72]=1.BrC1C=CC(N)=NC=1.